This data is from Peptide-MHC class I binding affinity with 185,985 pairs from IEDB/IMGT. The task is: Regression. Given a peptide amino acid sequence and an MHC pseudo amino acid sequence, predict their binding affinity value. This is MHC class I binding data. The peptide sequence is QHAWPLPPL. The MHC is HLA-B15:01 with pseudo-sequence HLA-B15:01. The binding affinity (normalized) is 0.0847.